From a dataset of Forward reaction prediction with 1.9M reactions from USPTO patents (1976-2016). Predict the product of the given reaction. (1) The product is: [N+:10]([C:7]1[CH:8]=[CH:9][C:4]([CH2:3][CH2:2][N:13]2[CH2:18][CH2:17][O:16][CH2:15][CH2:14]2)=[CH:5][CH:6]=1)([O-:12])=[O:11]. Given the reactants Br[CH2:2][CH2:3][C:4]1[CH:9]=[CH:8][C:7]([N+:10]([O-:12])=[O:11])=[CH:6][CH:5]=1.[NH:13]1[CH2:18][CH2:17][O:16][CH2:15][CH2:14]1, predict the reaction product. (2) Given the reactants [I:1]N1C(C)(C)C(=O)N(I)C1=O.[CH3:12][C:13]([NH:19][C:20]([C:22]1[CH:31]=[CH:30][CH:29]=[CH:28][C:23]=1[C:24]([O:26][CH3:27])=[O:25])=[O:21])([CH3:18])[CH2:14][S:15]([CH3:17])=[O:16].CN1CCCC1=O, predict the reaction product. The product is: [I:1][C:31]1[C:22]([C:20]([NH:19][C:13]([CH3:12])([CH3:18])[CH2:14][S:15]([CH3:17])=[O:16])=[O:21])=[C:23]([CH:28]=[CH:29][CH:30]=1)[C:24]([O:26][CH3:27])=[O:25].